From a dataset of Experimentally validated miRNA-target interactions with 360,000+ pairs, plus equal number of negative samples. Binary Classification. Given a miRNA mature sequence and a target amino acid sequence, predict their likelihood of interaction. (1) The miRNA is hsa-miR-5193 with sequence UCCUCCUCUACCUCAUCCCAGU. The protein sequence of the target gene is MKRCRSDELQQQQGEEDGAGLEDAASHLPGADLRPGETTGANSAGGPTSDAGAAAAPNPGPRSKPPDLKKIQQLSEGSMFGHGLKHLFHSRRRSREREHQTSQDSQQHQQQQGMSDHDSPDEKERSPEMHRVSYAMSLHDLPARPTAFNRVLQQIRSRPSIKRGASLHSSSGGGSSGSSSRRTKSSSLEPQRGSPHLLRKAPQDSSLAAILHQHQCRPRSSSTTDTALLLADGSNVYLLAEEAEGIGDKVDKGDLVALSLPAGHGDTDGPISLDVPDGAPDPQRTKAAIDHLHQKILKIT.... Result: 1 (interaction). (2) The miRNA is hsa-miR-4488 with sequence AGGGGGCGGGCUCCGGCG. The protein sequence of the target gene is MTSAAPAKKPYRKAPPEHRELRLEIPGSRLEQEEPLTDAERMKLLQEENEELRRRLASATRRTEALERELEIGQDCLELELGQSREELDKFKDKFRRLQNSYTASQRTNQELEDKLHTLASLSHSWIFAIKKAEMDRKTLDWEIVELTNKLLDAKNTINKLEELNERYRLDCNLAVQLLKCNKSHFRNHKFADLPCELQDMVRKHLHSGQEAASPGPAPSLAPGAVVPTSVIARVLEKPESLLLNSAQSGSAGRPLAEDVFVHVDMSEGVPGDPASPPAPGSPTPQPNGECHSLGTARGS.... Result: 1 (interaction). (3) The miRNA is hsa-miR-6732-5p with sequence UAGGGGGUGGCAGGCUGGCC. Result: 0 (no interaction). The protein sequence of the target gene is MWGACKVKVHDSLATISITLRRYLRLGATMAKSKFEYVRDFEADDTCLAHCWVVVRLDGRNFHRFAEKHNFAKPNDSRALQLMTKCAQTVMEELEDIVIAYGQSDEYSFVFKRKTNWFKRRASKFMTHVASQFASSYVFYWRDYFEDQPLLYPPGFDGRVVVYPSNQTLKDYLSWRQADCHINNLYNTVFWALIQQSGLTPVQAQGRLQGTLAADKNEILFSEFNINYNNELPMYRKGTVLIWQKVDEVMTKEIKLPTEMEGKKMAVTRTRTKPVPLHCDIIGDAFWKEHPEILDEDS. (4) The miRNA is hsa-miR-17-5p with sequence CAAAGUGCUUACAGUGCAGGUAG. The protein sequence of the target gene is MATPASAPDTRALVADFVGYKLRQKGYVCGAGPGEGPAADPLHQAMRAAGDEFETRFRRTFSDLAAQLHVTPGSAQQRFTQVSDELFQGGPNWGRLVAFFVFGAALCAESVNKEMEPLVGQVQEWMVAYLETQLADWIHSSGGWAEFTALYGDGALEEARRLREGNWASVRTVLTGAVALGALVTVGAFFASK. Result: 1 (interaction). (5) Result: 0 (no interaction). The protein sequence of the target gene is MSVSESAVFAYESSVHSTNVLLSLNDQRKKDVLCDVTVLVEGQRFRAHRSVLAACSSYFHSRIVGQTDAELTVTLPEEVTVKGFEPLIQFAYTAKLILSKDNVDEVCRCVEFLSVHNIEESCFQFLKFKFLDSTSEQQECARKKCFSSHCQKADFKFSFSEQKDLEIDEADEFLEKKRVQTPQCDSRRCQGSVKASPPLQDSVSQACQSLCTDKDGALALPSLCPKYRKFQKAFGTDKIRTLESGVRDVHTASVQPNETSELECFGGAQGCADLHVILKCEGMKAAMESEDTEGQDPSPQ.... The miRNA is mmu-miR-3470b with sequence UCACUCUGUAGACCAGGCUGG. (6) The miRNA is hsa-miR-485-5p with sequence AGAGGCUGGCCGUGAUGAAUUC. The protein sequence of the target gene is MGFLHQLQLLLWKNVTLKRRSPWVLAFEIFIPLVLFFILLGLRQKKPTISVKEAFYTAAPLTSAGILPVMQSLCPDGQRDEFGFLQYANSTVTQLLERLDRVVEEGNLFDPARPSLGSELEALRQHLEALSAGPGTSGSHLDRSTVSSFSLDSVARNPQELWRFLTQNLSLPNSTAQALLAARVDPPEVYHLLFGPSSALDSQSGLHKGQEPWSRLGGNPLFRMEELLLAPALLEQLTCTPGSGELGRILTVPESQKGALQGYRDAVCSGQAAARARRFSGLSAELRNQLDVAKVSQQLG.... Result: 1 (interaction).